Dataset: Reaction yield outcomes from USPTO patents with 853,638 reactions. Task: Predict the reaction yield, written as a fraction of the theoretical maximum amount of product (1.0 means a 100% yield; for example, 0.34 means a 34% yield). (1) The reactants are Cl[C:2]1[CH:7]=[CH:6][C:5]([C:8]2[N:9]=[CH:10][C:11]([NH2:14])=[N:12][CH:13]=2)=[C:4]([F:15])[C:3]=1[CH3:16].[CH3:17][S:18]([NH:21][C:22]1[CH:27]=[CH:26][CH:25]=[CH:24][C:23]=1B(O)O)(=[O:20])=[O:19]. The catalyst is CC(C1C=C(C(C)C)C(C2C=CC=C(P(C3CCCCC3)C3CCCCC3)C=2)=C(C(C)C)C=1)C.C1C=[C-]C(C2C(N)=CC=CC=2)=CC=1.Cl[Pd+]. The product is [NH2:14][C:11]1[N:12]=[CH:13][C:8]([C:5]2[CH:6]=[CH:7][C:2]([C:23]3[CH:24]=[CH:25][CH:26]=[CH:27][C:22]=3[NH:21][S:18]([CH3:17])(=[O:20])=[O:19])=[C:3]([CH3:16])[C:4]=2[F:15])=[N:9][CH:10]=1. The yield is 0.850. (2) The reactants are [F:1][C:2]1[CH:7]=[CH:6][C:5]([C:8]2[N:9]=[C:10]3[C:15]([C:16]([O:18]C)=[O:17])=[N:14][CH:13]=[CH:12][N:11]3[CH:20]=2)=[CH:4][CH:3]=1.O.O.[OH-].[Li+]. The catalyst is O1CCOCC1. The product is [F:1][C:2]1[CH:7]=[CH:6][C:5]([C:8]2[N:9]=[C:10]3[C:15]([C:16]([OH:18])=[O:17])=[N:14][CH:13]=[CH:12][N:11]3[CH:20]=2)=[CH:4][CH:3]=1. The yield is 1.56.